The task is: Predict the product of the given reaction.. This data is from Forward reaction prediction with 1.9M reactions from USPTO patents (1976-2016). (1) The product is: [Cl:8][C:9]1[NH:10][C:11]([NH2:22])=[C:12]2[C:16]([N:17]=1)=[N:15][CH:14]=[N:13]2. Given the reactants C(O)(C(F)(F)F)=O.[Cl:8][C:9]1[N:17]=[C:16]2[C:12]([NH:13][CH:14]=[N:15]2)=[C:11](Cl)[N:10]=1.C([N:22](CC)C(C)C)(C)C, predict the reaction product. (2) Given the reactants [C:1]([C:4]1[C:22](=[O:23])[C@@:8]2([CH3:24])[C:9]3[C:15]([OH:16])=[CH:14][C:13]([O:17][CH3:18])=[C:12]([C:19]([NH2:21])=[O:20])[C:10]=3[O:11][C:7]2=[CH:6][C:5]=1[OH:25])(=[O:3])[CH3:2].[CH3:26][C:27]1[CH:36]=[CH:35][C:34]2[C:29](=[CH:30][C:31]([CH3:37])=[CH:32][CH:33]=2)[C:28]=1[CH:38]=O.C([SiH](CC)CC)C.FC(F)(F)C(O)=O, predict the reaction product. The product is: [C:1]([C:4]1[C:22](=[O:23])[C@@:8]2([CH3:24])[C:9]3[C:15]([OH:16])=[CH:14][C:13]([O:17][CH3:18])=[C:12]([C:19]([NH:21][CH2:38][C:28]4[C:29]5[C:34](=[CH:33][CH:32]=[C:31]([CH3:37])[CH:30]=5)[CH:35]=[CH:36][C:27]=4[CH3:26])=[O:20])[C:10]=3[O:11][C:7]2=[CH:6][C:5]=1[OH:25])(=[O:3])[CH3:2]. (3) The product is: [C:16]([O:19][C@@H:9]1[CH2:10][CH2:11][C:12]([F:15])([F:14])[C@H:13]1[NH:8][CH2:1][C:2]1[CH:7]=[CH:6][CH:5]=[CH:4][CH:3]=1)(=[O:18])[CH3:17]. Given the reactants [CH2:1]([N:8]1[CH:13]2[CH:9]1[CH2:10][CH2:11][C:12]2([F:15])[F:14])[C:2]1[CH:7]=[CH:6][CH:5]=[CH:4][CH:3]=1.[C:16]([OH:19])(=[O:18])[CH3:17], predict the reaction product. (4) The product is: [C:17]1([C:16]2[CH:15]=[C:14]3[C:9](=[N:8][C:7]=2[C:1]2[CH:6]=[CH:5][CH:4]=[CH:3][CH:2]=2)[NH:10][CH2:11][CH2:12][CH2:13]3)[CH:18]=[CH:19][CH:20]=[CH:21][CH:22]=1. Given the reactants [C:1]1([C:7]2[C:16]([C:17]3[CH:22]=[CH:21][CH:20]=[CH:19][CH:18]=3)=[CH:15][C:14]3[C:9](=[N:10][CH:11]=[CH:12][CH:13]=3)[N:8]=2)[CH:6]=[CH:5][CH:4]=[CH:3][CH:2]=1.N#N, predict the reaction product.